From a dataset of Catalyst prediction with 721,799 reactions and 888 catalyst types from USPTO. Predict which catalyst facilitates the given reaction. (1) Reactant: C[C:2]1(C)[O:7][C:6]2[CH:8]=[CH:9][CH:10]=[C:11]([C:12]3[CH:13]=[C:14]([CH:20]=[CH:21][CH:22]=3)[C:15]([O:17][CH2:18]C)=[O:16])[C:5]=2[C:4](=[O:23])[O:3]1.C[O-].[Na+]. Product: [OH:7][C:6]1[CH:8]=[CH:9][CH:10]=[C:11]([C:12]2[CH:22]=[CH:21][CH:20]=[C:14]([C:15]([O:17][CH3:18])=[O:16])[CH:13]=2)[C:5]=1[C:4]([O:3][CH3:2])=[O:23]. The catalyst class is: 5. (2) Product: [C:1]([O:9][C@H:10]([C@@H:13]1[CH2:17][C@@H:16]([CH3:18])[CH:15]([O:19][C:20](=[O:22])[CH3:21])[O:14]1)[CH2:11][CH3:12])(=[O:8])[C:2]1[CH:7]=[CH:6][CH:5]=[CH:4][CH:3]=1. The catalyst class is: 383. Reactant: [C:1]([O:9][C@H:10]([C@@H:13]1[CH2:17][C@@H:16]([CH3:18])[CH:15]([OH:19])[O:14]1)[CH2:11][CH3:12])(=[O:8])[C:2]1[CH:7]=[CH:6][CH:5]=[CH:4][CH:3]=1.[C:20](OC(=O)C)(=[O:22])[CH3:21].